This data is from Reaction yield outcomes from USPTO patents with 853,638 reactions. The task is: Predict the reaction yield, written as a fraction of the theoretical maximum amount of product (1.0 means a 100% yield; for example, 0.34 means a 34% yield). (1) The reactants are C[N:2]([CH2:10][C:11]1[CH:15]=[C:14]([C:16]2[CH:21]=[CH:20][CH:19]=[CH:18][CH:17]=2)[NH:13][CH:12]=1)[C:3](=O)OC(C)(C)C.[H-].[Na+].[CH:24]([O:27][C:28]1[CH:33]=[CH:32][C:31]([S:34](Cl)(=[O:36])=[O:35])=[CH:30][CH:29]=1)([CH3:26])[CH3:25]. No catalyst specified. The product is [CH:24]([O:27][C:28]1[CH:33]=[CH:32][C:31]([S:34]([N:13]2[C:14]([C:16]3[CH:17]=[CH:18][CH:19]=[CH:20][CH:21]=3)=[CH:15][C:11]([CH2:10][NH:2][CH3:3])=[CH:12]2)(=[O:36])=[O:35])=[CH:30][CH:29]=1)([CH3:26])[CH3:25]. The yield is 0.450. (2) The reactants are Br[C:2]1[CH:7]=[CH:6][C:5]([C:8](=[O:20])[CH2:9][C:10]2([C:16]([O:18][CH3:19])=[O:17])[CH2:15][CH2:14][O:13][CH2:12][CH2:11]2)=[CH:4][CH:3]=1.[N+:21]([C:24]1[CH:29]=[CH:28][C:27](B(O)O)=[CH:26][CH:25]=1)([O-:23])=[O:22].C(=O)([O-])[O-].[Na+].[Na+].ClCCl. The catalyst is C1C=CC(P(C2C=CC=CC=2)[C-]2C=CC=C2)=CC=1.C1C=CC(P(C2C=CC=CC=2)[C-]2C=CC=C2)=CC=1.Cl[Pd]Cl.[Fe+2].O.O1CCOCC1.C1(C)C=CC=CC=1. The product is [N+:21]([C:24]1[CH:29]=[CH:28][C:27]([C:2]2[CH:7]=[CH:6][C:5]([C:8](=[O:20])[CH2:9][C:10]3([C:16]([O:18][CH3:19])=[O:17])[CH2:15][CH2:14][O:13][CH2:12][CH2:11]3)=[CH:4][CH:3]=2)=[CH:26][CH:25]=1)([O-:23])=[O:22]. The yield is 0.790. (3) The reactants are [NH2:1][C:2]1[C:10]([CH3:11])=[C:9]([O:12][CH3:13])[CH:8]=[CH:7][C:3]=1[C:4]([NH2:6])=[O:5].C(N)(=O)C1C=CC=CC=1.[F:23][C:24]1[CH:25]=[C:26]([CH:30]=[CH:31][CH:32]=1)[C:27](Cl)=O. No catalyst specified. The product is [F:23][C:24]1[CH:25]=[C:26]([C:27]2[N:6]=[C:4]([OH:5])[C:3]3[C:2](=[C:10]([CH3:11])[C:9]([O:12][CH3:13])=[CH:8][CH:7]=3)[N:1]=2)[CH:30]=[CH:31][CH:32]=1. The yield is 0.730. (4) The reactants are [Br:1][C:2]1[CH:3]=[C:4]([CH:8]2[CH2:11][C:10](=O)[CH2:9]2)[CH:5]=[CH:6][CH:7]=1.[CH2:13]([O:15][C:16](=[O:37])[CH:17]=P(C1C=CC=CC=1)(C1C=CC=CC=1)C1C=CC=CC=1)[CH3:14]. The catalyst is ClCCl. The product is [CH2:13]([O:15][C:16](=[O:37])[CH:17]=[C:10]1[CH2:11][CH:8]([C:4]2[CH:5]=[CH:6][CH:7]=[C:2]([Br:1])[CH:3]=2)[CH2:9]1)[CH3:14]. The yield is 0.890. (5) The reactants are [Cl:1][C:2]1[CH:7]=[CH:6][C:5]([C:8]2[S:9][C:10]([CH:15]=[CH2:16])=[C:11]([CH2:13][OH:14])[N:12]=2)=[CH:4][CH:3]=1. The catalyst is CCO. The product is [Cl:1][C:2]1[CH:3]=[CH:4][C:5]([C:8]2[S:9][C:10]([CH2:15][CH3:16])=[C:11]([CH2:13][OH:14])[N:12]=2)=[CH:6][CH:7]=1. The yield is 0.830. (6) The reactants are [NH2:1][C:2]1[CH:7]=[C:6]([Cl:8])[CH:5]=[CH:4][N:3]=1.C1C(=O)N([I:16])C(=O)C1. The product is [Cl:8][C:6]1[C:5]([I:16])=[CH:4][N:3]=[C:2]([NH2:1])[CH:7]=1. The catalyst is CN(C=O)C. The yield is 0.620. (7) The product is [Br:1][C:12]([C:6]1[CH:7]=[CH:8][C:9]([O:10][CH3:11])=[C:4]([O:3][CH3:2])[CH:5]=1)=[CH2:13]. The yield is 0.870. The reactants are [BrH:1].[CH3:2][O:3][C:4]1[CH:5]=[C:6]([C:12]#[CH:13])[CH:7]=[CH:8][C:9]=1[O:10][CH3:11]. No catalyst specified. (8) The reactants are Cl.O[CH:3]([C:22]1[CH:23]=[N:24][CH:25]=[CH:26][C:27]=1[NH:28][C:29](=[O:34])C(C)(C)C)[CH:4]([CH:9]1[CH2:14][CH2:13][N:12](C(OC(C)(C)C)=O)[CH2:11][CH2:10]1)C(OC)=O. The catalyst is O. The product is [NH:12]1[CH2:11][CH2:10][CH:9]([C:4]2[C:29](=[O:34])[NH:28][C:27]3[C:22]([CH:3]=2)=[CH:23][N:24]=[CH:25][CH:26]=3)[CH2:14][CH2:13]1. The yield is 0.770.